Task: Predict the reaction yield, written as a fraction of the theoretical maximum amount of product (1.0 means a 100% yield; for example, 0.34 means a 34% yield).. Dataset: Reaction yield outcomes from USPTO patents with 853,638 reactions (1) The reactants are [H-].[Na+].[O:3]1[CH2:6][CH:5]([OH:7])[CH2:4]1.Cl[C:9]1[CH:14]=[CH:13][N:12]=[CH:11][C:10]=1[N+:15]([O-:17])=[O:16]. The catalyst is C1COCC1. The product is [N+:15]([C:10]1[CH:11]=[N:12][CH:13]=[CH:14][C:9]=1[O:7][CH:5]1[CH2:6][O:3][CH2:4]1)([O-:17])=[O:16]. The yield is 0.810. (2) The catalyst is CN(C=O)C.O.CCOC(C)=O. The product is [Br:3][C:4]1[N:9]=[CH:8][C:7]2[CH:10]=[C:11]([C:13]3[CH:14]=[N:15][N:16]([CH3:18])[CH:17]=3)[N:12]([CH2:20][CH:21]3[CH2:25][CH2:24][CH2:23][CH2:22]3)[C:6]=2[CH:5]=1. The reactants are [H-].[Na+].[Br:3][C:4]1[N:9]=[CH:8][C:7]2[CH:10]=[C:11]([C:13]3[CH:14]=[N:15][N:16]([CH3:18])[CH:17]=3)[NH:12][C:6]=2[CH:5]=1.Br[CH2:20][CH:21]1[CH2:25][CH2:24][CH2:23][CH2:22]1. The yield is 0.690. (3) The reactants are C(O)(=O)C.C(OC(=O)C)(=O)C.[Cl:12][CH2:13][CH2:14][O:15][C:16]1[CH:17]=[C:18]([CH:23]=[CH:24][C:25]=1[O:26][CH3:27])[C:19]([O:21][CH3:22])=[O:20].[N+:28]([O-])([OH:30])=[O:29]. The catalyst is O. The product is [Cl:12][CH2:13][CH2:14][O:15][C:16]1[C:25]([O:26][CH3:27])=[CH:24][C:23]([N+:28]([O-:30])=[O:29])=[C:18]([CH:17]=1)[C:19]([O:21][CH3:22])=[O:20]. The yield is 0.860. (4) The reactants are [Cl:1][C:2]1[CH:3]=[C:4]([O:13][CH3:14])[C:5]([O:11][CH3:12])=[C:6]([CH:8]([OH:10])[CH3:9])[CH:7]=1.C1C=C[NH+]=CC=1.[O-][Cr](Cl)(=O)=O. The catalyst is C(Cl)Cl.CC(OC)(C)C. The product is [Cl:1][C:2]1[CH:3]=[C:4]([O:13][CH3:14])[C:5]([O:11][CH3:12])=[C:6]([C:8](=[O:10])[CH3:9])[CH:7]=1. The yield is 0.720. (5) The reactants are [NH2:1][C@@H:2]([CH2:6][C:7]1[CH:12]=[CH:11][C:10]([C:13]([O:15][C:16](C)(C)C)=[O:14])=[CH:9][CH:8]=1)[C:3]([OH:5])=[O:4].S(Cl)(Cl)=O.[CH3:24]O. No catalyst specified. The product is [NH2:1][C@H:2]([C:3]([O:5][CH3:24])=[O:4])[CH2:6][C:7]1[CH:12]=[CH:11][C:10]([C:13]([O:15][CH3:16])=[O:14])=[CH:9][CH:8]=1. The yield is 0.950.